Dataset: Reaction yield outcomes from USPTO patents with 853,638 reactions. Task: Predict the reaction yield, written as a fraction of the theoretical maximum amount of product (1.0 means a 100% yield; for example, 0.34 means a 34% yield). (1) The yield is 0.590. The product is [CH3:59][O:58][C:55]1[CH:54]=[CH:53][C:52]([CH2:51][C@@H:31]([NH:30][C:68](=[O:69])[CH2:61][CH2:62][C:63]2[N:67]=[CH:66][NH:65][CH:64]=2)[C:32](=[O:33])[N:34]2[CH2:35][C:36]([O:45][CH2:46][CH2:47][CH2:48][CH2:49][CH3:50])([C:38]3[CH:43]=[CH:42][CH:41]=[CH:40][C:39]=3[CH3:44])[CH2:37]2)=[CH:57][CH:56]=1. The reactants are CN(C(ON1N=NC2C=CC=CC1=2)=[N+](C)C)C.[B-](F)(F)(F)F.FC(F)(F)C(O)=O.[NH2:30][C@H:31]([CH2:51][C:52]1[CH:57]=[CH:56][C:55]([O:58][CH3:59])=[CH:54][CH:53]=1)[C:32]([N:34]1[CH2:37][C:36]([O:45][CH2:46][CH2:47][CH2:48][CH2:49][CH3:50])([C:38]2[CH:43]=[CH:42][CH:41]=[CH:40][C:39]=2[CH3:44])[CH2:35]1)=[O:33].Cl.[CH2:61]([C:68](O)=[O:69])[CH2:62][C:63]1[N:67]=[CH:66][NH:65][CH:64]=1.[OH-].[Na+]. The catalyst is CN(C)C=O.C(N(CC)CC)C. (2) The reactants are C(O[C:6]([N:8]1[CH2:13][CH2:12][N:11](C2C(=O)N(CC(C)C)N=C(C3C=CC(C)=C(F)C=3)C=2C)[CH2:10][CH2:9]1)=O)(C)(C)C.[CH2:34]([N:41]1[C:46](=[O:47])[C:45]([CH2:48]OS(C)(=O)=O)=[CH:44][C:43]([C:54]2[CH:59]=[CH:58][C:57]([F:60])=[C:56]([CH3:61])[CH:55]=2)=[N:42]1)[C:35]1[CH:40]=[CH:39][CH:38]=[CH:37][CH:36]=1.CN1CCNCC1. No catalyst specified. The product is [CH2:34]([N:41]1[C:46](=[O:47])[C:45]([CH2:48][N:11]2[CH2:12][CH2:13][N:8]([CH3:6])[CH2:9][CH2:10]2)=[CH:44][C:43]([C:54]2[CH:59]=[CH:58][C:57]([F:60])=[C:56]([CH3:61])[CH:55]=2)=[N:42]1)[C:35]1[CH:40]=[CH:39][CH:38]=[CH:37][CH:36]=1. The yield is 0.813. (3) The reactants are [C:1]([C:3]1[CH:11]=[CH:10][C:6]([C:7]([Cl:9])=[O:8])=[CH:5][CH:4]=1)#[N:2].[NH2:12][C:13]1[CH:28]=[CH:27][C:26]([O:29][CH3:30])=[CH:25][C:14]=1[C:15]([NH:17][C:18]1[CH:23]=[CH:22][C:21]([Cl:24])=[CH:20][N:19]=1)=[O:16].N1C=CC=CC=1. The catalyst is C1COCC1. The product is [ClH:9].[Cl:24][C:21]1[CH:22]=[CH:23][C:18]([NH:17][C:15](=[O:16])[C:14]2[CH:25]=[C:26]([O:29][CH3:30])[CH:27]=[CH:28][C:13]=2[NH:12][C:7](=[O:8])[C:6]2[CH:10]=[CH:11][C:3]([C:1]#[N:2])=[CH:4][CH:5]=2)=[N:19][CH:20]=1. The yield is 0.748. (4) The reactants are [Cl:1][C:2]1[C:3]2[C:10]([I:11])=[CH:9][NH:8][C:4]=2[N:5]=[CH:6][N:7]=1.[O:12]1[C:16]2([CH2:21][CH2:20][CH:19](O)[CH2:18][CH2:17]2)[O:15][CH2:14][CH2:13]1.C1(P(C2C=CC=CC=2)C2C=CC=CC=2)C=CC=CC=1.CCOC(/N=N/C(OCC)=O)=O. The catalyst is C1COCC1. The product is [Cl:1][C:2]1[C:3]2[C:10]([I:11])=[CH:9][N:8]([CH:19]3[CH2:20][CH2:21][C:16]4([O:15][CH2:14][CH2:13][O:12]4)[CH2:17][CH2:18]3)[C:4]=2[N:5]=[CH:6][N:7]=1. The yield is 0.600.